The task is: Predict the reaction yield, written as a fraction of the theoretical maximum amount of product (1.0 means a 100% yield; for example, 0.34 means a 34% yield).. This data is from Reaction yield outcomes from USPTO patents with 853,638 reactions. (1) The yield is 0.960. The reactants are [CH2:1]1COC23OCCOC2([C@]2(CC[C@H]4[C@@H](CC(=O)C5[C@]4(C)CCCC5)[C@@H]2C3)C)O1.[CH2:29]1[CH2:42][O:41][C:36]23[O:37][CH2:38][CH2:39][O:40][C:31]2([C@:32]2([CH2:55][CH2:54][C@H:53]4[C@@H:43]([CH2:44][C:45](=[CH2:56])[CH:46]5[C@:51]4([CH3:52])[CH2:50][CH2:49][CH2:48][CH2:47]5)[C@@H:34]2[CH2:35]3)[CH3:33])[O:30]1. The product is [CH2:39]1[CH2:38][O:37][C:36]23[O:41][CH2:42][CH2:29][O:30][C:31]2([C@:32]2([CH2:55][CH2:54][C@H:53]4[C@@H:43]([CH2:44]/[C:45](=[CH:56]\[CH3:1])/[CH:46]5[C@:51]4([CH3:52])[CH2:50][CH2:49][CH2:48][CH2:47]5)[C@@H:34]2[CH2:35]3)[CH3:33])[O:40]1. The catalyst is [Br-].C([P+](C1C=CC=CC=1)(C1C=CC=CC=1)C1C=CC=CC=1)C. (2) The reactants are Br[C:2]1[CH:3]=[N:4][C:5]([NH:8][CH2:9][C:10]([C:13]2[CH:18]=[CH:17][C:16]([F:19])=[CH:15][CH:14]=2)([CH3:12])[CH3:11])=[N:6][CH:7]=1.[C:20]([C:22]1[CH:23]=[C:24](B(O)O)[CH:25]=[CH:26][C:27]=1[F:28])#[N:21].C(=O)([O-])[O-].[K+].[K+]. The catalyst is O1CCOCC1. The product is [F:28][C:27]1[CH:26]=[CH:25][C:24]([C:2]2[CH:3]=[N:4][C:5]([NH:8][CH2:9][C:10]([C:13]3[CH:18]=[CH:17][C:16]([F:19])=[CH:15][CH:14]=3)([CH3:12])[CH3:11])=[N:6][CH:7]=2)=[CH:23][C:22]=1[C:20]#[N:21]. The yield is 0.730. (3) The reactants are C([O:3][C:4]([C:6]1[C:11]([Cl:12])=[CH:10][C:9](=[O:13])[N:8]([CH3:14])[CH:7]=1)=[O:5])C.C1COCC1.[Li+].[OH-].Cl. The catalyst is CO. The product is [Cl:12][C:11]1[C:6]([C:4]([OH:5])=[O:3])=[CH:7][N:8]([CH3:14])[C:9](=[O:13])[CH:10]=1. The yield is 0.910. (4) The reactants are C[N:2](C)[CH:3]=[CH:4][C:5]([C:7]1[C:12](=[O:13])[CH:11]=[CH:10][N:9]([C:14]2[CH:19]=[CH:18][N:17]=[CH:16][CH:15]=2)[N:8]=1)=O.[C:21]1([NH:27]N)[CH:26]=[CH:25][CH:24]=[CH:23][CH:22]=1. The catalyst is CO. The product is [C:21]1([N:27]2[C:5]([C:7]3[C:12](=[O:13])[CH:11]=[CH:10][N:9]([C:14]4[CH:19]=[CH:18][N:17]=[CH:16][CH:15]=4)[N:8]=3)=[CH:4][CH:3]=[N:2]2)[CH:26]=[CH:25][CH:24]=[CH:23][CH:22]=1. The yield is 0.160. (5) The reactants are [CH:1]([C@@H:4]1[C:9](=[O:10])[NH:8][CH:7]=[CH:6][N:5]1[C:11]([O:13][CH2:14][C:15]1[CH:20]=[CH:19][CH:18]=[CH:17][CH:16]=1)=[O:12])([CH3:3])[CH3:2].[SiH](CC)(CC)CC.C(O)(C(F)(F)F)=O. The catalyst is ClCCCl. The product is [CH:1]([C@@H:4]1[C:9](=[O:10])[NH:8][CH2:7][CH2:6][N:5]1[C:11]([O:13][CH2:14][C:15]1[CH:16]=[CH:17][CH:18]=[CH:19][CH:20]=1)=[O:12])([CH3:3])[CH3:2]. The yield is 0.998. (6) The reactants are [CH2:1]([NH2:5])[CH2:2][CH2:3][CH3:4].C=O.Cl.[CH2:9](O)C.[N:12]1[CH:17]=[CH:16][CH:15]=[CH:14][C:13]=1[C:18]([C:20]1[CH:25]=[CH:24][C:23]([CH3:26])=[CH:22][CH:21]=1)=O.[C:27]1([B-:33]([C:46]2[CH:51]=[CH:50][CH:49]=[CH:48][CH:47]=2)([C:40]2[CH:45]=[CH:44][CH:43]=[CH:42][CH:41]=2)[C:34]2[CH:39]=[CH:38][CH:37]=[CH:36][CH:35]=2)[CH:32]=[CH:31][CH:30]=[CH:29][CH:28]=1.[Na+]. The yield is 0.720. The product is [C:46]1([B-:33]([C:27]2[CH:28]=[CH:29][CH:30]=[CH:31][CH:32]=2)([C:34]2[CH:35]=[CH:36][CH:37]=[CH:38][CH:39]=2)[C:40]2[CH:45]=[CH:44][CH:43]=[CH:42][CH:41]=2)[CH:47]=[CH:48][CH:49]=[CH:50][CH:51]=1.[CH2:1]([N:5]1[C:18]([C:20]2[CH:25]=[CH:24][C:23]([CH3:26])=[CH:22][CH:21]=2)=[C:13]2[CH:14]=[CH:15][CH:16]=[CH:17][N+:12]2=[CH:9]1)[CH2:2][CH2:3][CH3:4]. The catalyst is C(#N)C.CO. (7) The reactants are I[C:2]1[CH:11]=[C:10]2[C:5]([CH:6]=[C:7]([NH:12][C:13]([CH:15]3[CH2:17][CH2:16]3)=[O:14])[N:8]=[CH:9]2)=[CH:4][CH:3]=1.N1C2C(=CC=C3C=2N=CC=C3)[CH:21]=[CH:20][CH:19]=1.C(=O)([O-])[O-:33].[Cs+].[Cs+]. The catalyst is C(O)(C)C.ClCCl.[Cu]I. The product is [CH:20]([O:33][C:2]1[CH:11]=[C:10]2[C:5]([CH:6]=[C:7]([NH:12][C:13]([CH:15]3[CH2:17][CH2:16]3)=[O:14])[N:8]=[CH:9]2)=[CH:4][CH:3]=1)([CH3:21])[CH3:19]. The yield is 0.260.